This data is from Catalyst prediction with 721,799 reactions and 888 catalyst types from USPTO. The task is: Predict which catalyst facilitates the given reaction. (1) Reactant: [C:1]([O:5][C:6]([NH:8][C:9]1([C:15]([OH:17])=O)[CH2:11][CH:10]1[CH:12]([F:14])[F:13])=[O:7])([CH3:4])([CH3:3])[CH3:2].C1N=CN(C(N2C=NC=C2)=O)C=1.[CH:30]1([S:33]([NH2:36])(=[O:35])=[O:34])[CH2:32][CH2:31]1.C1CCN2C(=NCCC2)CC1. Product: [CH:30]1([S:33]([NH:36][C:15]([C:9]2([NH:8][C:6](=[O:7])[O:5][C:1]([CH3:2])([CH3:3])[CH3:4])[CH2:11][CH:10]2[CH:12]([F:13])[F:14])=[O:17])(=[O:35])=[O:34])[CH2:32][CH2:31]1. The catalyst class is: 7. (2) Reactant: [N+:1]([C:4]1[CH:9]=[CH:8][C:7]([CH:10](O)[CH2:11][CH2:12][CH:13]([C:15]2[CH:20]=[CH:19][C:18]([N+:21]([O-:23])=[O:22])=[CH:17][CH:16]=2)O)=[CH:6][CH:5]=1)([O-:3])=[O:2].C(N(CC)CC)C.CS(Cl)(=O)=O.[Cl:37][C:38]1[CH:44]=[CH:43][C:41]([NH2:42])=[CH:40][CH:39]=1. Product: [Cl:37][C:38]1[CH:44]=[CH:43][C:41]([N:42]2[CH:10]([C:7]3[CH:8]=[CH:9][C:4]([N+:1]([O-:3])=[O:2])=[CH:5][CH:6]=3)[CH2:11][CH2:12][CH:13]2[C:15]2[CH:20]=[CH:19][C:18]([N+:21]([O-:23])=[O:22])=[CH:17][CH:16]=2)=[CH:40][CH:39]=1. The catalyst class is: 59. (3) Reactant: ClC1C(=O)C(C#N)=C(C#N)C(=O)C=1Cl.[Br:15][C:16]1[N:21]=[C:20]([CH:22]2[NH:31][CH2:30][C:29]3[C:24](=[CH:25][CH:26]=[CH:27][CH:28]=3)[NH:23]2)[CH:19]=[CH:18][CH:17]=1.[OH-].[Na+]. The catalyst class is: 11. Product: [Br:15][C:16]1[N:21]=[C:20]([C:22]2[N:31]=[CH:30][C:29]3[C:24](=[CH:25][CH:26]=[CH:27][CH:28]=3)[N:23]=2)[CH:19]=[CH:18][CH:17]=1. (4) Reactant: [N+:1]([C:4]1[CH:5]=[N:6][CH:7]=[C:8]([CH3:23])[C:9]=1[N:10]1[CH2:14][CH2:13][C@H:12]([NH:15][C:16](=[O:22])[O:17][C:18]([CH3:21])([CH3:20])[CH3:19])[CH2:11]1)([O-])=O.CC(O)=O. Product: [NH2:1][C:4]1[CH:5]=[N:6][CH:7]=[C:8]([CH3:23])[C:9]=1[N:10]1[CH2:14][CH2:13][C@H:12]([NH:15][C:16](=[O:22])[O:17][C:18]([CH3:19])([CH3:20])[CH3:21])[CH2:11]1. The catalyst class is: 150. (5) The catalyst class is: 53. Reactant: [C:1]1([C:7]2[O:16][C:10]3[N:11]=[CH:12][N:13]=[C:14]([NH2:15])[C:9]=3[CH:8]=2)[CH:6]=[CH:5][CH:4]=[CH:3][CH:2]=1.[Br:17]N1C(=O)CCC1=O. Product: [Br:17][C:8]1[C:9]2[C:14]([NH2:15])=[N:13][CH:12]=[N:11][C:10]=2[O:16][C:7]=1[C:1]1[CH:2]=[CH:3][CH:4]=[CH:5][CH:6]=1. (6) Reactant: [F:1][C:2]1[CH:7]=[C:6]([F:8])[CH:5]=[CH:4][C:3]=1[C@:9]([OH:31])([C@H:16]([S:18][C@@H:19]1[CH2:24][O:23][C@@H](C2C=CC=CC=2)[O:21][CH2:20]1)[CH3:17])[CH2:10][N:11]1[CH:15]=[N:14][CH:13]=[N:12]1.Cl.O1CCOCC1.C([O-])(O)=O.[Na+]. Product: [F:1][C:2]1[CH:7]=[C:6]([F:8])[CH:5]=[CH:4][C:3]=1[C@:9]([OH:31])([C@H:16]([S:18][CH:19]([CH2:20][OH:21])[CH2:24][OH:23])[CH3:17])[CH2:10][N:11]1[CH:15]=[N:14][CH:13]=[N:12]1. The catalyst class is: 5. (7) Reactant: Cl[C:2]1[N:7]=[C:6]([CH2:8][OH:9])[CH:5]=[C:4]([CH3:10])[N:3]=1.[F:11][C:12]1[CH:18]=[CH:17][C:15]([NH2:16])=[CH:14][CH:13]=1. Product: [F:11][C:12]1[CH:18]=[CH:17][C:15]([NH:16][C:2]2[N:7]=[C:6]([CH2:8][OH:9])[CH:5]=[C:4]([CH3:10])[N:3]=2)=[CH:14][CH:13]=1. The catalyst class is: 27.